Binary Classification. Given a T-cell receptor sequence (or CDR3 region) and an epitope sequence, predict whether binding occurs between them. From a dataset of TCR-epitope binding with 47,182 pairs between 192 epitopes and 23,139 TCRs. (1) The epitope is GTSGSPIINR. The TCR CDR3 sequence is CASSFGQGDYGYTF. Result: 1 (the TCR binds to the epitope). (2) The TCR CDR3 sequence is CASSSRGREQYF. The epitope is GILGFVFTL. Result: 0 (the TCR does not bind to the epitope). (3) The epitope is KRWIIMGLNK. The TCR CDR3 sequence is CASGLDSSSGNTIYF. Result: 0 (the TCR does not bind to the epitope). (4) The epitope is HTTDPSFLGRY. The TCR CDR3 sequence is CSVLRTSGETQYF. Result: 1 (the TCR binds to the epitope). (5) The epitope is KAYNVTQAF. The TCR CDR3 sequence is CASWPGGNQPQHF. Result: 1 (the TCR binds to the epitope).